Dataset: Forward reaction prediction with 1.9M reactions from USPTO patents (1976-2016). Task: Predict the product of the given reaction. (1) Given the reactants Br[C:2]1[CH:10]=[CH:9][CH:8]=[C:7]2[C:3]=1[CH:4]=[N:5][N:6]2[CH2:11][CH2:12][C:13]([CH3:20])([CH3:19])[C:14]([O:16][CH2:17][CH3:18])=[O:15].[CH3:21][N:22](C=O)C, predict the reaction product. The product is: [C:21]([C:2]1[CH:10]=[CH:9][CH:8]=[C:7]2[C:3]=1[CH:4]=[N:5][N:6]2[CH2:11][CH2:12][C:13]([CH3:20])([CH3:19])[C:14]([O:16][CH2:17][CH3:18])=[O:15])#[N:22]. (2) Given the reactants [CH:1]1([N:4]2[C:8](=[O:9])[NH:7][N:6]=[N:5]2)[CH2:3][CH2:2]1.C([O-])([O-])=O.[K+].[K+].[CH3:16][N:17]([C:21]1[CH:22]=[N:23][CH:24]=[CH:25][CH:26]=1)[C:18](Cl)=[O:19], predict the reaction product. The product is: [CH3:16][N:17]([C:21]1[CH:22]=[N:23][CH:24]=[CH:25][CH:26]=1)[C:18]([N:7]1[C:8](=[O:9])[N:4]([CH:1]2[CH2:3][CH2:2]2)[N:5]=[N:6]1)=[O:19]. (3) Given the reactants Cl[C:2]1[N:7]=[C:6]([NH:8][C@@H:9]2[CH2:14][CH2:13][CH2:12][CH2:11][C@@H:10]2[NH:15][C:16](=[O:18])[O-:17])[CH:5]=[N:4][C:3]=1[C:19]#[N:20].Cl.Cl.[N:23]1[N:27]2[CH:28]=[CH:29][CH:30]=[CH:31][C:26]2=[C:25]([NH2:32])[CH:24]=1.C(=O)([O-])[O-:34].[Cs+].[Cs+].C1C=CC(P(C2C([C:54]3C(P(C4C=CC=CC=4)C4C=CC=CC=4)=CC=[C:60]4[C:55]=3[CH:56]=CC=C4)=[C:60]3[C:55]([CH:56]=CC=C3)=[CH:54]C=2)C2C=CC=CC=2)=CC=1, predict the reaction product. The product is: [C:19]([C:3]1[N:4]=[CH:5][C:6]([NH:8][C@@H:9]2[CH2:14][CH2:13][CH2:12][CH2:11][C@@H:10]2[NH:15][C:16](=[O:18])[O:17][C:55]([CH3:60])([CH3:56])[CH3:54])=[N:7][C:2]=1[NH:32][C:25]1[CH:24]=[N:23][N:27]2[CH:28]=[CH:29][CH:30]=[CH:31][C:26]=12)(=[O:34])[NH2:20]. (4) Given the reactants [CH3:1][O:2][C:3](=[O:21])[CH2:4][CH2:5][CH2:6][O:7][C:8]1[C:13](=O)[NH:12][C:11]([CH3:15])=[C:10]([C:16]([O:18][CH2:19][CH3:20])=[O:17])[CH:9]=1.O=P(Cl)(Cl)[Cl:24], predict the reaction product. The product is: [Cl:24][C:13]1[C:8]([O:7][CH2:6][CH2:5][CH2:4][C:3]([O:2][CH3:1])=[O:21])=[CH:9][C:10]([C:16]([O:18][CH2:19][CH3:20])=[O:17])=[C:11]([CH3:15])[N:12]=1. (5) Given the reactants Br[C:2]1[CH:11]=[C:10]2[C:5]([CH:6]=[C:7]([NH:41][C:42](=[O:51])[O:43][CH2:44][C:45]3[CH:50]=[CH:49][CH:48]=[CH:47][CH:46]=3)[C:8]([C:12]([NH:14][C:15]3[CH:16]=[N:17][CH:18]=[CH:19][C:20]=3[N:21]3[CH2:26][C@H:25]([CH3:27])[C@H:24]([N:28]4[CH:32]=[CH:31][N:30]=[N:29]4)[C@H:23]([NH:33][C:34]([O:36][C:37]([CH3:40])([CH3:39])[CH3:38])=[O:35])[CH2:22]3)=[O:13])=[N:9]2)=[CH:4][CH:3]=1.[O-]P([O-])([O-])=O.[K+].[K+].[K+].O1CCOCC1.[CH3:66][N:67]1[CH2:72][CH:71]=[C:70](B2OC(C)(C)C(C)(C)O2)[CH2:69][CH2:68]1, predict the reaction product. The product is: [C:37]([O:36][C:34]([NH:33][C@H:23]1[C@@H:24]([N:28]2[CH:32]=[CH:31][N:30]=[N:29]2)[C@@H:25]([CH3:27])[CH2:26][N:21]([C:20]2[CH:19]=[CH:18][N:17]=[CH:16][C:15]=2[NH:14][C:12]([C:8]2[C:7]([NH:41][C:42](=[O:51])[O:43][CH2:44][C:45]3[CH:50]=[CH:49][CH:48]=[CH:47][CH:46]=3)=[CH:6][C:5]3[C:10](=[CH:11][C:2]([C:70]4[CH2:71][CH2:72][N:67]([CH3:66])[CH2:68][CH:69]=4)=[CH:3][CH:4]=3)[N:9]=2)=[O:13])[CH2:22]1)=[O:35])([CH3:38])([CH3:39])[CH3:40]. (6) Given the reactants [NH2:1][C:2]1[CH:15]=[CH:14][CH:13]=[CH:12][C:3]=1[C:4]([NH:6][C:7]([CH3:11])([C:9]#[CH:10])[CH3:8])=[O:5].ClCCCl.[CH:20](=O)[CH2:21][CH2:22][CH3:23].C(O[BH-](OC(=O)C)OC(=O)C)(=O)C.[Na+], predict the reaction product. The product is: [CH2:20]([NH:1][C:2]1[CH:15]=[CH:14][CH:13]=[CH:12][C:3]=1[C:4]([NH:6][C:7]([CH3:8])([C:9]#[CH:10])[CH3:11])=[O:5])[CH2:21][CH2:22][CH3:23].